This data is from Catalyst prediction with 721,799 reactions and 888 catalyst types from USPTO. The task is: Predict which catalyst facilitates the given reaction. Reactant: [Br:1][C:2]1[S:3][CH:4]=[C:5]([CH2:7][CH2:8][CH2:9][CH2:10][CH2:11][CH3:12])[N:6]=1.[I:13]N1C(=O)CCC1=O. Product: [Br:1][C:2]1[S:3][C:4]([I:13])=[C:5]([CH2:7][CH2:8][CH2:9][CH2:10][CH2:11][CH3:12])[N:6]=1. The catalyst class is: 10.